Dataset: Catalyst prediction with 721,799 reactions and 888 catalyst types from USPTO. Task: Predict which catalyst facilitates the given reaction. (1) Reactant: [OH:1]N1C(=O)CCC1=O.CCN(C(C)C)C(C)C.[C:18](Cl)(=[O:36])[CH2:19][CH2:20][CH2:21][CH2:22][CH2:23][CH2:24][CH2:25]/[CH:26]=[CH:27]\[CH2:28][CH2:29][CH2:30][CH2:31][CH2:32][CH2:33][CH2:34][CH3:35]. Product: [C:18]([OH:36])(=[O:1])[CH2:19][CH2:20][CH2:21][CH2:22][CH2:23][CH2:24][CH2:25]/[CH:26]=[CH:27]\[CH2:28][CH2:29][CH2:30][CH2:31][CH2:32][CH2:33][CH2:34][CH3:35]. The catalyst class is: 1. (2) Product: [Cl:18][C:19]1[C:24]([CH2:25][NH:26][C:2]2[C:3]3[CH2:10][N:9]([C:11]([O:13][C:14]([CH3:17])([CH3:16])[CH3:15])=[O:12])[CH2:8][C:4]=3[N:5]=[CH:6][N:7]=2)=[C:23]([F:27])[C:22]([O:28][CH3:29])=[CH:21][CH:20]=1. The catalyst class is: 3. Reactant: Cl[C:2]1[C:3]2[CH2:10][N:9]([C:11]([O:13][C:14]([CH3:17])([CH3:16])[CH3:15])=[O:12])[CH2:8][C:4]=2[N:5]=[CH:6][N:7]=1.[Cl:18][C:19]1[C:24]([CH2:25][NH2:26])=[C:23]([F:27])[C:22]([O:28][CH3:29])=[CH:21][CH:20]=1.CCN(C(C)C)C(C)C.C(N(C(C)C)C(C)C)C. (3) Reactant: [O:1]1[CH2:6][CH2:5][O:4][CH2:3][CH2:2]1.[C:7]([NH2:11])([CH3:10])([CH3:9])[CH3:8].S(=O)(=O)=O.[C:16](OC(=O)C)(=[O:18])[CH3:17]. The catalyst class is: 11. Product: [C:16]([O:1][CH2:6][CH2:5][O:4][CH2:3][CH2:2][NH:11][C:7]([CH3:10])([CH3:9])[CH3:8])(=[O:18])[CH3:17]. (4) Reactant: [F:1][C:2]1[CH:7]=[CH:6][CH:5]=[C:4]([F:8])[C:3]=1[N:9]1[C:14]2[N:15]=[C:16](S(C)(=O)=O)[N:17]=[C:18]([C:19]3[CH:24]=[CH:23][C:22]([F:25])=[CH:21][C:20]=3[CH3:26])[C:13]=2[CH:12]=[CH:11][C:10]1=[O:31].[CH2:32]([NH2:34])[CH3:33]. Product: [CH2:32]([NH:34][C:16]1[N:17]=[C:18]([C:19]2[CH:24]=[CH:23][C:22]([F:25])=[CH:21][C:20]=2[CH3:26])[C:13]2[CH:12]=[CH:11][C:10](=[O:31])[N:9]([C:3]3[C:2]([F:1])=[CH:7][CH:6]=[CH:5][C:4]=3[F:8])[C:14]=2[N:15]=1)[CH3:33]. The catalyst class is: 1. (5) Reactant: C(OC(=O)[NH:7][C@H:8]1[CH2:13][CH2:12][C@H:11]([O:14][C:15]2[CH:16]=[C:17]3[C:22](=[CH:23][CH:24]=2)[O:21][CH:20]([C:25]2[CH:30]=[CH:29][CH:28]=[CH:27][C:26]=2[CH3:31])[CH2:19][CH2:18]3)[CH2:10][CH2:9]1)(C)(C)C.[ClH:33]. Product: [ClH:33].[C:26]1([CH3:31])[CH:27]=[CH:28][CH:29]=[CH:30][C:25]=1[CH:20]1[CH2:19][CH2:18][C:17]2[C:22](=[CH:23][CH:24]=[C:15]([O:14][C@H:11]3[CH2:10][CH2:9][C@H:8]([NH2:7])[CH2:13][CH2:12]3)[CH:16]=2)[O:21]1. The catalyst class is: 472. (6) Reactant: [OH:1][C:2]1[CH:7]=[CH:6][C:5]([C:8]2[N:9]=[C:10]3[CH:15]=[CH:14][C:13]([I:16])=[CH:12][N:11]3[CH:17]=2)=[CH:4][CH:3]=1.C(=O)([O-])[O-].[K+].[K+].Br[CH2:25][CH2:26][O:27][Si:28]([C:41]([CH3:44])([CH3:43])[CH3:42])([C:35]1[CH:40]=[CH:39][CH:38]=[CH:37][CH:36]=1)[C:29]1[CH:34]=[CH:33][CH:32]=[CH:31][CH:30]=1.[Cl-].[Na+]. Product: [O:27]([CH2:26][CH2:25][O:1][C:2]1[CH:3]=[CH:4][C:5]([C:8]2[N:9]=[C:10]3[CH:15]=[CH:14][C:13]([I:16])=[CH:12][N:11]3[CH:17]=2)=[CH:6][CH:7]=1)[Si:28]([C:41]([CH3:43])([CH3:42])[CH3:44])([C:35]1[CH:36]=[CH:37][CH:38]=[CH:39][CH:40]=1)[C:29]1[CH:34]=[CH:33][CH:32]=[CH:31][CH:30]=1. The catalyst class is: 9. (7) Reactant: [C:1]([O:5][C:6](=[O:17])[NH:7][C@H:8]([C:11]1[CH:16]=[CH:15][CH:14]=[CH:13][CH:12]=1)[CH2:9][NH2:10])([CH3:4])([CH3:3])[CH3:2].[N+:18]([C:21]1[CH:26]=[CH:25][CH:24]=[CH:23][C:22]=1I)([O-:20])=[O:19].C1(P(C2C=CC=CC=2)C2C3OC4C(=CC=CC=4P(C4C=CC=CC=4)C4C=CC=CC=4)C(C)(C)C=3C=CC=2)C=CC=CC=1.C([O-])([O-])=O.[Cs+].[Cs+]. Product: [C:1]([O:5][C:6](=[O:17])[NH:7][C@H:8]([C:11]1[CH:12]=[CH:13][CH:14]=[CH:15][CH:16]=1)[CH2:9][NH:10][C:22]1[CH:23]=[CH:24][CH:25]=[CH:26][C:21]=1[N+:18]([O-:20])=[O:19])([CH3:4])([CH3:2])[CH3:3]. The catalyst class is: 101. (8) Product: [C:1]([CH:9]([CH3:15])[C:10]([O:12][CH2:13][CH3:14])=[O:11])(=[O:6])[C:2]([CH3:5])([CH3:4])[CH3:3]. Reactant: [C:1](Cl)(=[O:6])[C:2]([CH3:5])([CH3:4])[CH3:3].Br[CH:9]([CH3:15])[C:10]([O:12][CH2:13][CH3:14])=[O:11]. The catalyst class is: 27.